Dataset: KCNQ2 potassium channel screen with 302,405 compounds. Task: Binary Classification. Given a drug SMILES string, predict its activity (active/inactive) in a high-throughput screening assay against a specified biological target. (1) The result is 0 (inactive). The molecule is o1c(c2nc3c(nc2c2occc2)ccc(c3)C(=O)Nc2ccccc2)ccc1. (2) The molecule is O=C(NCCCOC)c1c2nc3c(nc2n(c1N)c1ccccc1)cccc3. The result is 0 (inactive). (3) The compound is s1c(N2CC(CCC2)C(=O)Nc2sc(nn2)CC)nc2c1cccc2. The result is 0 (inactive). (4) The result is 0 (inactive). The molecule is Brc1sc(C2NC(=O)N(C(=C2C(OC(C)C)=O)C)C)cc1. (5) The drug is FC(F)(F)c1cc(C(=O)Nc2c(c3ccccc3)cccc2)ccc1. The result is 0 (inactive). (6) The molecule is Clc1c(N(S(=O)(=O)C)CC(=O)Nc2cc(Cl)ccc2)cccc1. The result is 0 (inactive).